From a dataset of Catalyst prediction with 721,799 reactions and 888 catalyst types from USPTO. Predict which catalyst facilitates the given reaction. (1) Reactant: [C:1]([O:5][C:6]([NH:8][C@@H:9]([CH2:13][NH:14][C:15]([C:17]1[S:18][C:19]([Cl:22])=[CH:20][CH:21]=1)=[O:16])[C:10]([OH:12])=O)=[O:7])([CH3:4])([CH3:3])[CH3:2].[CH3:23][CH2:24][N:25](C(C)C)[CH:26]([CH3:28])[CH3:27].CN(C([O:39]N1N=NC2C=CC=NC1=2)=[N+](C)C)C.F[P-](F)(F)(F)(F)F. Product: [C:1]([O:5][C:6](=[O:7])[NH:8][C@@H:9]([CH2:13][NH:14][C:15]([C:17]1[S:18][C:19]([Cl:22])=[CH:20][CH:21]=1)=[O:16])[C:10]([N:25]1[CH2:24][CH2:23][O:39][CH2:27][C@@H:26]1[CH3:28])=[O:12])([CH3:2])([CH3:3])[CH3:4]. The catalyst class is: 2. (2) Reactant: [O:1]=[S:2]1(=[O:15])[CH:6]([CH2:7][CH2:8][CH3:9])[C:5]2[C:10]([Cl:14])=[CH:11][CH:12]=[CH:13][C:4]=2[NH:3]1.[N+:16]([O-])([O-:18])=[O:17].[NH4+].FC(F)(F)C(OC(=O)C(F)(F)F)=O. Product: [O:15]=[S:2]1(=[O:1])[CH:6]([CH2:7][CH2:8][CH3:9])[C:5]2[C:10]([Cl:14])=[CH:11][CH:12]=[C:13]([N+:16]([O-:18])=[O:17])[C:4]=2[NH:3]1. The catalyst class is: 22.